From a dataset of Forward reaction prediction with 1.9M reactions from USPTO patents (1976-2016). Predict the product of the given reaction. (1) Given the reactants C1(N=C=O)C=CC=CC=1.CC1(C)OC2C(N3C=NC4C3=NC=NC=4[NH:40][C:41]([NH:43][C:44]3[CH:49]=[CH:48][CH:47]=[CH:46][CH:45]=3)=[O:42])OC(C(NC3C=C(C=CC=3)C(O)=O)=O)C2O1, predict the reaction product. The product is: [C:44]1([NH:43][C:41]([NH2:40])=[O:42])[CH:49]=[CH:48][CH:47]=[CH:46][CH:45]=1. (2) The product is: [C:1]([O:5][C:6]([NH:7][C:8]1([C:12]2[CH:17]=[CH:16][C:15]([C:18]3[C:31]([C:32]4[CH:37]=[CH:36][CH:35]=[CH:34][CH:33]=4)=[CH:30][N:21]4[N:22]=[C:23]5[C:28]([CH:27]=[CH:26][CH:25]=[C:24]5/[CH:41]=[CH:40]/[C:39]([NH2:43])=[O:42])=[C:20]4[N:19]=3)=[CH:14][CH:13]=2)[CH2:11][CH2:10][CH2:9]1)=[O:38])([CH3:4])([CH3:3])[CH3:2]. Given the reactants [C:1]([O:5][C:6](=[O:38])[NH:7][C:8]1([C:12]2[CH:17]=[CH:16][C:15]([C:18]3[C:31]([C:32]4[CH:37]=[CH:36][CH:35]=[CH:34][CH:33]=4)=[CH:30][N:21]4[N:22]=[C:23]5[C:28]([CH:27]=[CH:26][CH:25]=[C:24]5Br)=[C:20]4[N:19]=3)=[CH:14][CH:13]=2)[CH2:11][CH2:10][CH2:9]1)([CH3:4])([CH3:3])[CH3:2].[C:39]([NH2:43])(=[O:42])[CH:40]=[CH2:41].C1(C)C=CC=CC=1P(C1C=CC=CC=1C)C1C=CC=CC=1C, predict the reaction product. (3) Given the reactants [CH3:1][O:2][C:3]1[C:8]([C:9]2[CH:10]=[C:11]([NH:14][C:15]3[CH:20]=[N:19][CH:18]=[C:17]([O:21][C@@H:22]4[CH2:27][CH2:26][CH2:25][NH:24][CH2:23]4)[N:16]=3)[NH:12][N:13]=2)=[CH:7][CH:6]=[C:5]([CH3:28])[N:4]=1.[C:29]([OH:36])(=[O:35])[CH2:30][CH2:31][C:32]([OH:34])=[O:33], predict the reaction product. The product is: [C:29]([OH:36])(=[O:35])[CH2:30][CH2:31][C:32]([OH:34])=[O:33].[CH3:1][O:2][C:3]1[C:8]([C:9]2[CH:10]=[C:11]([NH:14][C:15]3[CH:20]=[N:19][CH:18]=[C:17]([O:21][C@@H:22]4[CH2:27][CH2:26][CH2:25][NH:24][CH2:23]4)[N:16]=3)[NH:12][N:13]=2)=[CH:7][CH:6]=[C:5]([CH3:28])[N:4]=1.[CH3:1][O:2][C:3]1[C:8]([C:9]2[CH:10]=[C:11]([NH:14][C:15]3[CH:20]=[N:19][CH:18]=[C:17]([O:21][C@@H:22]4[CH2:27][CH2:26][CH2:25][NH:24][CH2:23]4)[N:16]=3)[NH:12][N:13]=2)=[CH:7][CH:6]=[C:5]([CH3:28])[N:4]=1. (4) Given the reactants [BrH:1].CC(C)=O.[F:6][C:7]1([F:56])[CH2:12][CH2:11][CH:10]([C:13]2[C:22]3[C@@H:21]([OH:23])[CH2:20][C:19]([CH3:25])([CH3:24])[CH2:18][C:17]=3[N:16]=[C:15]([CH:26]3[CH2:31][CH2:30][N:29]([C:32]4[N:37]=[CH:36][C:35]([O:38][CH2:39][C@@H:40]([OH:43])[CH2:41][OH:42])=[CH:34][N:33]=4)[CH2:28][CH2:27]3)[C:14]=2[C@@H:44]([F:55])[C:45]2[CH:50]=[CH:49][C:48]([C:51]([F:54])([F:53])[F:52])=[CH:47][CH:46]=2)[CH2:9][CH2:8]1, predict the reaction product. The product is: [BrH:1].[BrH:1].[F:56][C:7]1([F:6])[CH2:8][CH2:9][CH:10]([C:13]2[C:22]3[C@@H:21]([OH:23])[CH2:20][C:19]([CH3:24])([CH3:25])[CH2:18][C:17]=3[N:16]=[C:15]([CH:26]3[CH2:31][CH2:30][N:29]([C:32]4[N:37]=[CH:36][C:35]([O:38][CH2:39][C@@H:40]([OH:43])[CH2:41][OH:42])=[CH:34][N:33]=4)[CH2:28][CH2:27]3)[C:14]=2[C@@H:44]([F:55])[C:45]2[CH:50]=[CH:49][C:48]([C:51]([F:52])([F:54])[F:53])=[CH:47][CH:46]=2)[CH2:11][CH2:12]1. (5) Given the reactants [Cl:1][C:2]1[CH:7]=[CH:6][CH:5]=[CH:4][C:3]=1[C:8]1[N:13]=[C:12]([CH3:14])[C:11]([CH:15]([CH2:20][CH2:21][CH3:22])[C:16]([O:18]C)=[O:17])=[C:10]([C:23]2[CH:28]=[CH:27][C:26]([CH3:29])=[CH:25][CH:24]=2)[N:9]=1.[OH-].[Na+], predict the reaction product. The product is: [Cl:1][C:2]1[CH:7]=[CH:6][CH:5]=[CH:4][C:3]=1[C:8]1[N:13]=[C:12]([CH3:14])[C:11]([CH:15]([CH2:20][CH2:21][CH3:22])[C:16]([OH:18])=[O:17])=[C:10]([C:23]2[CH:24]=[CH:25][C:26]([CH3:29])=[CH:27][CH:28]=2)[N:9]=1. (6) Given the reactants C[O:2][C:3](=[O:24])[C@@H:4]([N:9]1[CH2:13][C:12]([O:14][C:15]2[CH:20]=[C:19]([CH3:21])[CH:18]=[CH:17][C:16]=2[F:22])=[CH:11][C:10]1=[O:23])[CH2:5][CH:6]([CH3:8])[CH3:7].O.[OH-].[Li+].Cl, predict the reaction product. The product is: [F:22][C:16]1[CH:17]=[CH:18][C:19]([CH3:21])=[CH:20][C:15]=1[O:14][C:12]1[CH2:13][N:9]([C@@H:4]([CH2:5][CH:6]([CH3:8])[CH3:7])[C:3]([OH:24])=[O:2])[C:10](=[O:23])[CH:11]=1. (7) Given the reactants [CH3:1][C:2]1[N:7]=[C:6]2[S:8][C:9]3[CH2:14][CH2:13][CH2:12][CH2:11][C:10]=3[C:5]2=[C:4]([C:15]2[CH:20]=[CH:19][C:18]([CH3:21])=[CH:17][C:16]=2[O:22][CH3:23])[C:3]=1[CH:24]([CH2:29][CH2:30][CH3:31])[C:25]([O:27]C)=[O:26].[OH-].[Na+], predict the reaction product. The product is: [CH3:1][C:2]1[N:7]=[C:6]2[S:8][C:9]3[CH2:14][CH2:13][CH2:12][CH2:11][C:10]=3[C:5]2=[C:4]([C:15]2[CH:20]=[CH:19][C:18]([CH3:21])=[CH:17][C:16]=2[O:22][CH3:23])[C:3]=1[CH:24]([CH2:29][CH2:30][CH3:31])[C:25]([OH:27])=[O:26].